From a dataset of Reaction yield outcomes from USPTO patents with 853,638 reactions. Predict the reaction yield, written as a fraction of the theoretical maximum amount of product (1.0 means a 100% yield; for example, 0.34 means a 34% yield). (1) The reactants are F[C:2]1[CH:7]=[CH:6][C:5]([N+:8]([O-:10])=[O:9])=[CH:4][CH:3]=1.C([O-])([O-])=O.[Cs+].[Cs+].[CH3:17][CH:18]([SH:20])[CH3:19]. The catalyst is CN(C=O)C. The product is [CH:18]([S:20][C:2]1[CH:7]=[CH:6][C:5]([N+:8]([O-:10])=[O:9])=[CH:4][CH:3]=1)([CH3:19])[CH3:17]. The yield is 0.780. (2) The reactants are [BH4-].[Na+].[CH2:3]([O:5][C:6]([CH2:8][N:9]1[C:13](/[CH:14]=[C:15]2\[CH2:16][N:17]([C:22]([C:35]3[CH:40]=[CH:39][CH:38]=[CH:37][CH:36]=3)([C:29]3[CH:34]=[CH:33][CH:32]=[CH:31][CH:30]=3)[C:23]3[CH:28]=[CH:27][CH:26]=[CH:25][CH:24]=3)[CH2:18][CH2:19][C:20]\2=[O:21])=[CH:12][N:11]=[CH:10]1)=[O:7])[CH3:4].ClCCl. The catalyst is C(O)C. The product is [CH2:3]([O:5][C:6]([CH2:8][N:9]1[C:13](/[CH:14]=[C:15]2\[CH2:16][N:17]([C:22]([C:35]3[CH:40]=[CH:39][CH:38]=[CH:37][CH:36]=3)([C:29]3[CH:34]=[CH:33][CH:32]=[CH:31][CH:30]=3)[C:23]3[CH:24]=[CH:25][CH:26]=[CH:27][CH:28]=3)[CH2:18][CH2:19][CH:20]\2[OH:21])=[CH:12][N:11]=[CH:10]1)=[O:7])[CH3:4]. The yield is 0.370. (3) The product is [NH:4]1[C:5]([CH:6]2[CH2:11][CH2:10][NH:9][CH2:8][CH2:7]2)=[N:1][N:2]=[N:3]1. The reactants are [NH:1]1[C:5]([CH:6]2[CH2:11][CH2:10][N:9](C(OC(C)(C)C)=O)[CH2:8][CH2:7]2)=[N:4][N:3]=[N:2]1. The yield is 0.980. The catalyst is Cl.O1CCOCC1. (4) The reactants are [CH:1]1[C:13]2[CH:12]([CH2:14][O:15][C:16]([NH:18][C:19]3[CH:24]=[CH:23][C:22]([S:25][C:26]4[S:30][C:29]([C:31]([O:33][CH2:34][CH3:35])=[O:32])=[CH:28][C:27]=4[N+:36]([O-])=O)=[CH:21][CH:20]=3)=[O:17])[C:11]3[C:6](=[CH:7][CH:8]=[CH:9][CH:10]=3)[C:5]=2[CH:4]=[CH:3][CH:2]=1.[Cl-].[NH4+]. The catalyst is C(O)C.O1CCCC1.O.C(OCC)(=O)C.[Fe]. The product is [CH:1]1[C:13]2[CH:12]([CH2:14][O:15][C:16]([NH:18][C:19]3[CH:24]=[CH:23][C:22]([S:25][C:26]4[S:30][C:29]([C:31]([O:33][CH2:34][CH3:35])=[O:32])=[CH:28][C:27]=4[NH2:36])=[CH:21][CH:20]=3)=[O:17])[C:11]3[C:6](=[CH:7][CH:8]=[CH:9][CH:10]=3)[C:5]=2[CH:4]=[CH:3][CH:2]=1. The yield is 0.800. (5) The reactants are C(N(CC)CC)C.Br[CH:9]([CH:14](Br)[C:15]([C:17]1[CH:22]=[CH:21][C:20]([O:23][CH3:24])=[C:19]([O:25][CH3:26])[CH:18]=1)=[O:16])[C:10]([O:12][CH3:13])=[O:11]. The catalyst is C(Cl)Cl. The product is [CH3:26][O:25][C:19]1[CH:18]=[C:17]([C:15](=[O:16])[C:14]#[C:9][C:10]([O:12][CH3:13])=[O:11])[CH:22]=[CH:21][C:20]=1[O:23][CH3:24]. The yield is 0.710. (6) The reactants are [Cl:1][C:2]1[CH:23]=[CH:22][C:5]2[CH:6]([NH:18][CH2:19][CH2:20][SH:21])[C:7]3[CH:17]=[CH:16][CH:15]=[CH:14][C:8]=3[N:9]([CH3:13])[S:10](=[O:12])(=[O:11])[C:4]=2[CH:3]=1.C(=O)([O-])[O-].[K+].[K+].I[CH2:31][C:32]([OH:34])=[O:33]. The catalyst is C(#N)C.O.C(OCC)(=O)C. The product is [Cl:1][C:2]1[CH:23]=[CH:22][C:5]2[CH:6]([NH:18][CH2:19][CH2:20][S:21][CH2:31][C:32]([OH:34])=[O:33])[C:7]3[CH:17]=[CH:16][CH:15]=[CH:14][C:8]=3[N:9]([CH3:13])[S:10](=[O:11])(=[O:12])[C:4]=2[CH:3]=1. The yield is 0.560. (7) The reactants are C[O:2][C:3]([C:5]1[CH:6]=[C:7]([CH:46]=[CH:47][CH:48]=1)[CH2:8][N:9]([C:33]1[CH:38]=[CH:37][CH:36]=[C:35]([CH2:39][N:40]2[CH2:45][CH2:44][CH2:43][CH2:42][CH2:41]2)[CH:34]=1)[C:10](=[O:32])[CH2:11][CH2:12][N:13]1[CH2:17][CH2:16][N:15]([CH2:18][C:19]2[CH:24]=[C:23]([CH3:25])[CH:22]=[C:21]([CH3:26])[CH:20]=2)[C:14]1=[C:27]([C:30]#[N:31])[C:28]#[N:29])=[O:4].[OH-].[Li+].CO. The catalyst is O1CCCC1. The product is [C:3]([C:5]1[CH:6]=[C:7]([CH:46]=[CH:47][CH:48]=1)[CH2:8][N:9]([C:33]1[CH:38]=[CH:37][CH:36]=[C:35]([CH2:39][N:40]2[CH2:41][CH2:42][CH2:43][CH2:44][CH2:45]2)[CH:34]=1)[C:10](=[O:32])[CH2:11][CH2:12][N:13]1[CH2:17][CH2:16][N:15]([CH2:18][C:19]2[CH:20]=[C:21]([CH3:26])[CH:22]=[C:23]([CH3:25])[CH:24]=2)[C:14]1=[C:27]([C:28]#[N:29])[C:30]#[N:31])([OH:4])=[O:2]. The yield is 0.590.